Predict the product of the given reaction. From a dataset of Forward reaction prediction with 1.9M reactions from USPTO patents (1976-2016). (1) Given the reactants [CH2:1]([N:5]([CH2:45][CH2:46][CH2:47][CH3:48])[C:6]([C:8]1[N:9]=[C:10]([C:21]2[CH:30]=[CH:29][C:24]([C:25]([O:27]C)=[O:26])=[CH:23][C:22]=2[C:31]([N:33]2[C@H:42]([CH2:43][OH:44])[CH2:41][C:40]3[C:35](=[CH:36][CH:37]=[CH:38][CH:39]=3)[CH2:34]2)=[O:32])[N:11]([CH2:13][CH2:14][C:15]2[CH:20]=[CH:19][CH:18]=[CH:17][CH:16]=2)[CH:12]=1)=[O:7])[CH2:2][CH2:3][CH3:4].C1COCC1.CO.O.O[Li].O, predict the reaction product. The product is: [CH2:45]([N:5]([CH2:1][CH2:2][CH2:3][CH3:4])[C:6]([C:8]1[N:9]=[C:10]([C:21]2[CH:30]=[CH:29][C:24]([C:25]([OH:27])=[O:26])=[CH:23][C:22]=2[C:31]([N:33]2[C@H:42]([CH2:43][OH:44])[CH2:41][C:40]3[C:35](=[CH:36][CH:37]=[CH:38][CH:39]=3)[CH2:34]2)=[O:32])[N:11]([CH2:13][CH2:14][C:15]2[CH:16]=[CH:17][CH:18]=[CH:19][CH:20]=2)[CH:12]=1)=[O:7])[CH2:46][CH2:47][CH3:48]. (2) Given the reactants [NH2:1][C:2]1[C:18]([F:19])=[CH:17][CH:16]=[CH:15][C:3]=1[C:4]([NH:6][C:7]1[CH:12]=[CH:11][CH:10]=[C:9]([Br:13])[C:8]=1[CH3:14])=[O:5].[C:20](=O)(OC(Cl)(Cl)Cl)[O:21]C(Cl)(Cl)Cl.C([O-])(O)=O.[Na+], predict the reaction product. The product is: [Br:13][C:9]1[C:8]([CH3:14])=[C:7]([N:6]2[C:4](=[O:5])[C:3]3[C:2](=[C:18]([F:19])[CH:17]=[CH:16][CH:15]=3)[NH:1][C:20]2=[O:21])[CH:12]=[CH:11][CH:10]=1.